This data is from Reaction yield outcomes from USPTO patents with 853,638 reactions. The task is: Predict the reaction yield, written as a fraction of the theoretical maximum amount of product (1.0 means a 100% yield; for example, 0.34 means a 34% yield). (1) The reactants are CCCCCC.CCOC(C)=O.[CH3:13][O:14][C:15](=[O:25])[C:16]([CH3:24])([CH3:23])[CH2:17][CH2:18][C:19]([O:21]C)=[O:20].[OH-].[K+]. The catalyst is CO. The product is [CH3:13][O:14][C:15](=[O:25])[C:16]([CH3:23])([CH3:24])[CH2:17][CH2:18][C:19]([OH:21])=[O:20]. The yield is 0.880. (2) The reactants are [OH:1][C:2]1[CH:3]=[C:4]([CH2:8][C@H:9]([O:13][CH:14]([CH3:16])[CH3:15])[C:10]([OH:12])=[O:11])[CH:5]=[CH:6][CH:7]=1.[C:17]([NH2:21])([CH3:20])([CH3:19])[CH3:18]. The catalyst is COCCOC. The product is [C:17]([NH2:21])([CH3:20])([CH3:19])[CH3:18].[OH:1][C:2]1[CH:3]=[C:4]([CH2:8][C@H:9]([O:13][CH:14]([CH3:16])[CH3:15])[C:10]([OH:12])=[O:11])[CH:5]=[CH:6][CH:7]=1. The yield is 0.900. (3) The reactants are Br[C:2]1[C:7]([Cl:8])=[CH:6][C:5]([NH:9][C:10]2[N:14]=[C:13]([NH2:15])[NH:12][N:11]=2)=[CH:4][C:3]=1[Cl:16].[CH3:17][O:18][CH2:19][CH2:20][O:21][C:22]1[CH:27]=[CH:26][C:25](B2OC(C)(C)C(C)(C)O2)=[CH:24][CH:23]=1.O1CCOCC1.O.C(=O)([O-])[O-].[K+].[K+]. The catalyst is [Pd].C1(P(C2C=CC=CC=2)C2C=CC=CC=2)C=CC=CC=1.C1(P(C2C=CC=CC=2)C2C=CC=CC=2)C=CC=CC=1.C1(P(C2C=CC=CC=2)C2C=CC=CC=2)C=CC=CC=1.C1(P(C2C=CC=CC=2)C2C=CC=CC=2)C=CC=CC=1.C(Cl)Cl.CO. The product is [Cl:16][C:3]1[CH:4]=[C:5]([NH:9][C:10]2[N:14]=[C:13]([NH2:15])[NH:12][N:11]=2)[CH:6]=[C:7]([Cl:8])[C:2]=1[C:25]1[CH:26]=[CH:27][C:22]([O:21][CH2:20][CH2:19][O:18][CH3:17])=[CH:23][CH:24]=1. The yield is 0.123.